From a dataset of Full USPTO retrosynthesis dataset with 1.9M reactions from patents (1976-2016). Predict the reactants needed to synthesize the given product. (1) Given the product [N:15]1([C:2]2[NH:6][C:5]3[CH:7]=[C:8]([C:11]([F:14])([F:13])[F:12])[CH:9]=[CH:10][C:4]=3[N:3]=2)[CH2:20][CH2:19][NH:18][CH2:17][CH2:16]1, predict the reactants needed to synthesize it. The reactants are: Cl[C:2]1[NH:6][C:5]2[CH:7]=[C:8]([C:11]([F:14])([F:13])[F:12])[CH:9]=[CH:10][C:4]=2[N:3]=1.[NH:15]1[CH2:20][CH2:19][NH:18][CH2:17][CH2:16]1.CS(C)=O. (2) Given the product [F:1][C:2]1[CH:10]=[C:9]2[C:5]([CH:6]=[N:7][N:8]2[CH3:30])=[CH:4][C:3]=1[C@@H:11]([C:13]1[N:17]2[N:18]=[C:19]([C:22]3[CH:23]=[N:24][N:25]([CH3:27])[CH:26]=3)[CH:20]=[CH:21][C:16]2=[N:15][CH:14]=1)[CH3:12], predict the reactants needed to synthesize it. The reactants are: [F:1][C:2]1[CH:10]=[C:9]2[C:5]([CH:6]=[N:7][NH:8]2)=[CH:4][C:3]=1[C@@H:11]([C:13]1[N:17]2[N:18]=[C:19]([C:22]3[CH:23]=[N:24][N:25]([CH3:27])[CH:26]=3)[CH:20]=[CH:21][C:16]2=[N:15][CH:14]=1)[CH3:12].[H-].[Na+].[CH3:30]I. (3) Given the product [N+:17]([C:12]1[CH:13]=[N:14][CH:15]=[CH:16][C:11]=1[C:5]1[O:4][C@H:3]([CH2:2][O:1][C:20]([C:21]2[CH:26]=[CH:25][CH:24]=[CH:23][CH:22]=2)([C:33]2[CH:34]=[CH:35][CH:36]=[CH:37][CH:38]=2)[C:27]2[CH:28]=[CH:29][CH:30]=[CH:31][CH:32]=2)[C@@H:8]([OH:9])[C@H:7]([OH:10])[CH:6]=1)([O-:19])=[O:18], predict the reactants needed to synthesize it. The reactants are: [OH:1][CH2:2][C@@H:3]1[C@@H:8]([OH:9])[C@H:7]([OH:10])[CH:6]=[C:5]([C:11]2[CH:16]=[CH:15][N:14]=[CH:13][C:12]=2[N+:17]([O-:19])=[O:18])[O:4]1.[C:20](Cl)([C:33]1[CH:38]=[CH:37][CH:36]=[CH:35][CH:34]=1)([C:27]1[CH:32]=[CH:31][CH:30]=[CH:29][CH:28]=1)[C:21]1[CH:26]=[CH:25][CH:24]=[CH:23][CH:22]=1. (4) Given the product [CH2:15]([O:22][NH:23][S:10]([C:5]1[CH:6]=[CH:7][CH:8]=[CH:9][C:4]=1[N+:1]([O-:3])=[O:2])(=[O:12])=[O:11])[C:16]1[CH:21]=[CH:20][CH:19]=[CH:18][CH:17]=1, predict the reactants needed to synthesize it. The reactants are: [N+:1]([C:4]1[CH:9]=[CH:8][CH:7]=[CH:6][C:5]=1[S:10](Cl)(=[O:12])=[O:11])([O-:3])=[O:2].Cl.[CH2:15]([O:22][NH2:23])[C:16]1[CH:21]=[CH:20][CH:19]=[CH:18][CH:17]=1. (5) The reactants are: [CH3:1][O:2][C:3](=[O:18])[C:4](=O)[CH:5](Cl)[C:6]1[CH:11]=[CH:10][CH:9]=[CH:8][C:7]=1[C:12]([F:15])([F:14])[F:13].[C:19]([NH2:22])(=[S:21])[CH3:20]. Given the product [CH3:1][O:2][C:3]([C:4]1[N:22]=[C:19]([CH3:20])[S:21][C:5]=1[C:6]1[CH:11]=[CH:10][CH:9]=[CH:8][C:7]=1[C:12]([F:15])([F:14])[F:13])=[O:18], predict the reactants needed to synthesize it. (6) Given the product [Cl:1][CH2:2][C:3]1[N:14]=[CH:12][C:7]2[C:6](=[CH:11][CH:10]=[CH:9][CH:8]=2)[N:5]=1, predict the reactants needed to synthesize it. The reactants are: [Cl:1][CH2:2][C:3]([NH:5][C:6]1[CH:11]=[CH:10][CH:9]=[CH:8][C:7]=1[CH:12]=O)=O.[NH3:14].CO. (7) Given the product [F:30][C:24]1[CH:25]=[C:26]([F:29])[CH:27]=[CH:28][C:23]=1[C:20]1[CH:21]=[CH:22][C:17]([O:16][CH2:15][C:11]2[CH:10]=[C:9]([CH:14]=[CH:13][CH:12]=2)[CH2:8][N:7]([CH2:6][C:5]([OH:4])=[O:31])[C:41](=[O:42])[C:40]([CH3:45])([CH3:44])[CH3:39])=[CH:18][CH:19]=1, predict the reactants needed to synthesize it. The reactants are: Cl.C([O:4][C:5](=[O:31])[CH2:6][NH:7][CH2:8][C:9]1[CH:14]=[CH:13][CH:12]=[C:11]([CH2:15][O:16][C:17]2[CH:22]=[CH:21][C:20]([C:23]3[CH:28]=[CH:27][C:26]([F:29])=[CH:25][C:24]=3[F:30])=[CH:19][CH:18]=2)[CH:10]=1)C.C(N(CC)CC)C.[CH3:39][C:40]([CH3:45])([CH3:44])[C:41](Cl)=[O:42].[OH-].[Li+]. (8) Given the product [N:19]([CH2:16][C:15]([C:12]1[CH:13]=[CH:14][C:9]([O:8][CH2:1][C:2]2[CH:7]=[CH:6][CH:5]=[CH:4][CH:3]=2)=[CH:10][CH:11]=1)=[O:18])=[N+:20]=[N-:21], predict the reactants needed to synthesize it. The reactants are: [CH2:1]([O:8][C:9]1[CH:14]=[CH:13][C:12]([C:15](=[O:18])[CH2:16]Br)=[CH:11][CH:10]=1)[C:2]1[CH:7]=[CH:6][CH:5]=[CH:4][CH:3]=1.[N-:19]=[N+:20]=[N-:21].[Na+]. (9) Given the product [NH2:8][C@@H:9]([C:19]1[CH:20]=[CH:21][CH:22]=[CH:23][CH:24]=1)[CH2:10][C:11]([O:13][C@H:14]([CH2:16][CH:17]=[CH2:18])[CH3:15])=[O:12], predict the reactants needed to synthesize it. The reactants are: C(OC([NH:8][C@@H:9]([C:19]1[CH:24]=[CH:23][CH:22]=[CH:21][CH:20]=1)[CH2:10][C:11]([O:13][C@H:14]([CH2:16][CH:17]=[CH2:18])[CH3:15])=[O:12])=O)(C)(C)C.C([SiH](C(C)C)C(C)C)(C)C.O.FC(F)(F)C(O)=O.